The task is: Predict the reactants needed to synthesize the given product.. This data is from Full USPTO retrosynthesis dataset with 1.9M reactions from patents (1976-2016). (1) Given the product [CH2:1]([O:3][C:4]([C:6]1[C:7]([OH:26])=[C:8]2[CH:16]=[CH:15][N:14]([CH2:19][C:20]3[CH:21]=[CH:22][CH:23]=[CH:24][CH:25]=3)[C:9]2=[C:10]([C:12]#[N:13])[N:11]=1)=[O:5])[CH3:2], predict the reactants needed to synthesize it. The reactants are: [CH2:1]([O:3][C:4]([C:6]1[C:7]([OH:26])=[C:8]2[C:16](Br)=[C:15](Br)[N:14]([CH2:19][C:20]3[CH:25]=[CH:24][CH:23]=[CH:22][CH:21]=3)[C:9]2=[C:10]([C:12]#[N:13])[N:11]=1)=[O:5])[CH3:2].C([O-])=O.[NH4+]. (2) Given the product [CH3:17][N:18]([CH2:2][C:3]1[N:4]=[C:5]2[CH:10]=[CH:9][CH:8]=[CH:7][N:6]2[C:11]=1[C:12]([O:14][CH2:15][CH3:16])=[O:13])[CH:19]1[C:28]2[N:27]=[CH:26][CH:25]=[CH:24][C:23]=2[CH2:22][CH2:21][CH2:20]1, predict the reactants needed to synthesize it. The reactants are: Br[CH2:2][C:3]1[N:4]=[C:5]2[CH:10]=[CH:9][CH:8]=[CH:7][N:6]2[C:11]=1[C:12]([O:14][CH2:15][CH3:16])=[O:13].[CH3:17][NH:18][CH:19]1[C:28]2[N:27]=[CH:26][CH:25]=[CH:24][C:23]=2[CH2:22][CH2:21][CH2:20]1.C(N(C(C)C)CC)(C)C.[I-].[K+]. (3) The reactants are: Br[C:2]1[C:3](=[O:11])[N:4]([CH3:10])[C:5](=[O:9])[N:6]([CH3:8])[N:7]=1.[F:12][C:13]1[CH:25]=[CH:24][C:16]([CH2:17][CH:18]2[CH2:23][CH2:22][NH:21][CH2:20][CH2:19]2)=[C:15]([C:26]([F:29])([F:28])[F:27])[CH:14]=1. Given the product [F:12][C:13]1[CH:25]=[CH:24][C:16]([CH2:17][CH:18]2[CH2:19][CH2:20][N:21]([C:2]3[C:3](=[O:11])[N:4]([CH3:10])[C:5](=[O:9])[N:6]([CH3:8])[N:7]=3)[CH2:22][CH2:23]2)=[C:15]([C:26]([F:29])([F:27])[F:28])[CH:14]=1.[CH2:3]([OH:11])[CH2:2][CH2:13][CH3:14], predict the reactants needed to synthesize it. (4) Given the product [CH3:15][O:14][C:12]([C:9]1[CH:8]=[CH:7][N:6]=[C:5]2[CH:4]=[C:3]([CH2:2][C:16]3[CH:21]=[CH:20][CH:19]=[C:18]([O:22][CH3:23])[CH:17]=3)[NH:11][C:10]=12)=[O:13], predict the reactants needed to synthesize it. The reactants are: O[CH:2]([C:16]1[CH:21]=[CH:20][CH:19]=[C:18]([O:22][CH3:23])[CH:17]=1)[C:3]1[NH:11][C:10]2[C:5](=[N:6][CH:7]=[CH:8][C:9]=2[C:12]([O:14][CH3:15])=[O:13])[CH:4]=1.[SiH](CC)(CC)CC.C(O)(C(F)(F)F)=O. (5) Given the product [ClH:28].[CH3:1][C:2]1([CH3:27])[C:6]([CH3:7])([CH3:8])[O:5][B:4]([C:9]2[CH:10]=[N:11][N:12]([CH:14]3[CH2:19][CH2:18][NH:17][CH2:16][CH2:15]3)[CH:13]=2)[O:3]1, predict the reactants needed to synthesize it. The reactants are: [CH3:1][C:2]1([CH3:27])[C:6]([CH3:8])([CH3:7])[O:5][B:4]([C:9]2[CH:10]=[N:11][N:12]([CH:14]3[CH2:19][CH2:18][N:17](C(OC(C)(C)C)=O)[CH2:16][CH2:15]3)[CH:13]=2)[O:3]1.[ClH:28]. (6) The reactants are: S(Cl)(Cl)=O.CO.[NH2:7][C:8]1[CH:13]=[CH:12][C:11]([CH2:14][CH2:15][C:16]([OH:18])=[O:17])=[CH:10][CH:9]=1.[C:19]([O-])(O)=O.[Na+]. Given the product [NH2:7][C:8]1[CH:9]=[CH:10][C:11]([CH2:14][CH2:15][C:16]([O:18][CH3:19])=[O:17])=[CH:12][CH:13]=1, predict the reactants needed to synthesize it.